Dataset: Catalyst prediction with 721,799 reactions and 888 catalyst types from USPTO. Task: Predict which catalyst facilitates the given reaction. (1) Reactant: [Cl:1][C:2]1[C:3]([CH2:8][N:9]2C(=O)C3C(=CC=CC=3)C2=O)=[N:4][CH:5]=[CH:6][N:7]=1.NN. Product: [ClH:1].[Cl:1][C:2]1[C:3]([CH2:8][NH2:9])=[N:4][CH:5]=[CH:6][N:7]=1. The catalyst class is: 5. (2) Reactant: [F:1][C:2]1[CH:7]=[CH:6][CH:5]=[C:4]([O:8][CH3:9])[C:3]=1[C@@H:10]1[CH2:12][C@H:11]1[C:13](N(OC)C)=[O:14].[OH-:19].[Na+]. Product: [F:1][C:2]1[CH:7]=[CH:6][CH:5]=[C:4]([O:8][CH3:9])[C:3]=1[C@@H:10]1[CH2:12][C@H:11]1[C:13]([OH:14])=[O:19]. The catalyst class is: 6. (3) Reactant: Cl.[CH3:2][O:3][C:4](=[O:8])[CH:5]([CH3:7])[NH2:6].C([O-])(=O)C.[K+].[CH3:14][CH:15]([CH3:19])[CH2:16][CH:17]=O.C(O[BH-](OC(=O)C)OC(=O)C)(=O)C.[Na+].C(=O)(O)[O-].[Na+].C(=O)([O-])[O-].[Na+].[Na+]. Product: [CH3:14][CH:15]([CH3:19])[CH2:16][CH2:17][NH:6][C@H:5]([C:4]([O:3][CH3:2])=[O:8])[CH3:7]. The catalyst class is: 4. (4) Product: [C:6]([C:7]1[C:15]2[CH:14]=[N:13][CH:12]=[N:11][C:10]=2[NH:9][CH:8]=1)#[CH:5]. The catalyst class is: 191. Reactant: C[Si]([C:5]#[C:6][C:7]1[C:15]2[CH:14]=[N:13][CH:12]=[N:11][C:10]=2[NH:9][CH:8]=1)(C)C.C(=O)([O-])[O-].[K+].[K+]. (5) Reactant: Br[C:2]1[CH:3]=[N:4][C:5]2[N:6]([N:8]=[C:9]([NH2:17])[C:10]=2[C:11]2[CH:16]=[CH:15][CH:14]=[CH:13][N:12]=2)[CH:7]=1.Cl.CN(C)CCC([C:25]1[CH:30]=[CH:29][CH:28]=[CH:27][CH:26]=1)=O.O. The catalyst class is: 3. Product: [C:25]1([C:3]2[CH2:2][CH2:7][N:6]3[N:8]=[C:9]([NH2:17])[C:10]([C:11]4[CH:16]=[CH:15][CH:14]=[CH:13][N:12]=4)=[C:5]3[N:4]=2)[CH:30]=[CH:29][CH:28]=[CH:27][CH:26]=1. (6) Reactant: [F:1][C:2]1([F:25])[O:24][C:5]2=[CH:6][CH:7]=[C:8]3[C:13]([N:12]=[C:11]([NH2:14])[N:10]4[N:15]=[C:16]([CH2:18][CH:19]5[CH2:23][CH2:22][NH:21][CH2:20]5)[N:17]=[C:9]34)=[C:4]2[O:3]1.[F:26][C:27]([F:32])([F:31])[CH2:28][CH2:29]I.C(=O)([O-])[O-].[K+].[K+].C(N(CC)C(C)C)(C)C. Product: [F:25][C:2]1([F:1])[O:24][C:5]2=[CH:6][CH:7]=[C:8]3[C:13]([N:12]=[C:11]([NH2:14])[N:10]4[N:15]=[C:16]([CH2:18][CH:19]5[CH2:23][CH2:22][N:21]([CH2:29][CH2:28][C:27]([F:32])([F:31])[F:26])[CH2:20]5)[N:17]=[C:9]34)=[C:4]2[O:3]1. The catalyst class is: 9. (7) Reactant: [CH3:1][C:2]1([C:12]2[CH:17]=[CH:16][C:15]([O:18][CH2:19][C:20]3[C:29]4[C:24](=[CH:25][CH:26]=[CH:27][CH:28]=4)[N:23]=[C:22]([CH3:30])[CH:21]=3)=[CH:14][CH:13]=2)[CH2:6][CH2:5][N:4]([CH2:7][C:8](=O)[CH3:9])[C:3]1=[O:11].[C:31](=[O:34])([O-])[O-].[NH4+:35].[NH4+:36].[C-]#N.[K+].C[CH2:41][OH:42]. Product: [CH3:9][C:8]1([CH2:7][N:4]2[CH2:5][CH2:6][C:2]([CH3:1])([C:12]3[CH:17]=[CH:16][C:15]([O:18][CH2:19][C:20]4[C:29]5[C:24](=[CH:25][CH:26]=[CH:27][CH:28]=5)[N:23]=[C:22]([CH3:30])[CH:21]=4)=[CH:14][CH:13]=3)[C:3]2=[O:11])[NH:36][C:41](=[O:42])[NH:35][C:31]1=[O:34]. The catalyst class is: 6. (8) Reactant: BrC(Cl)(Cl)Cl.C1CCN2C(=NCCC2)CC1.[CH3:17][C:18]([C:36]1[CH:41]=[CH:40][C:39]([C:42]2[O:43][CH2:44][C@H:45]([C:47]([O:49][CH3:50])=[O:48])[N:46]=2)=[CH:38][CH:37]=1)([C:22]1[CH:27]=[CH:26][C:25]([O:28][CH2:29][C:30]2[CH:35]=[CH:34][CH:33]=[CH:32][N:31]=2)=[CH:24][CH:23]=1)[CH:19]([CH3:21])[CH3:20]. Product: [CH3:17][C:18]([C:36]1[CH:41]=[CH:40][C:39]([C:42]2[O:43][CH:44]=[C:45]([C:47]([O:49][CH3:50])=[O:48])[N:46]=2)=[CH:38][CH:37]=1)([C:22]1[CH:27]=[CH:26][C:25]([O:28][CH2:29][C:30]2[CH:35]=[CH:34][CH:33]=[CH:32][N:31]=2)=[CH:24][CH:23]=1)[CH:19]([CH3:21])[CH3:20]. The catalyst class is: 2.